From a dataset of Catalyst prediction with 721,799 reactions and 888 catalyst types from USPTO. Predict which catalyst facilitates the given reaction. (1) Reactant: [CH3:1]C(C)([O-])C.[K+].C[O:8][CH:9]([CH3:14])[C:10]([O:12][CH3:13])=O.C[C:16](=[O:19])[CH2:17][CH3:18].O. Product: [CH3:13][O:12][CH:10]([C:9](=[O:8])[CH2:14][C:16](=[O:19])[CH2:17][CH3:18])[CH3:1]. The catalyst class is: 15. (2) Reactant: [CH3:1][C:2]1[CH:11]=[C:10]([CH3:12])[C:9]([C:13](=[O:16])[CH2:14][CH3:15])=[CH:8][C:3]=1[C:4]([O:6][CH3:7])=[O:5].[Br:17]Br. Product: [Br:17][CH:14]([CH3:15])[C:13]([C:9]1[C:10]([CH3:12])=[CH:11][C:2]([CH3:1])=[C:3]([CH:8]=1)[C:4]([O:6][CH3:7])=[O:5])=[O:16]. The catalyst class is: 22. (3) Reactant: [BH4-].[Na+].[F:3][C:4]1[C:16]([F:17])=[C:15]([F:18])[CH:14]=[CH:13][C:5]=1[NH:6][C@@H:7]([CH3:12])[C:8](OC)=[O:9].CO.O. Product: [F:3][C:4]1[C:16]([F:17])=[C:15]([F:18])[CH:14]=[CH:13][C:5]=1[NH:6][C@@H:7]([CH3:12])[CH2:8][OH:9]. The catalyst class is: 22. (4) Product: [C:24]1([C:30]#[C:31][C:2]2[CH:16]=[CH:15][C:5]3[N:6]=[C:7]([NH:9][C:10]([NH:12][CH2:13][CH3:14])=[O:11])[S:8][C:4]=3[CH:3]=2)[CH:29]=[CH:28][CH:27]=[CH:26][CH:25]=1. The catalyst class is: 233. Reactant: Br[C:2]1[CH:16]=[CH:15][C:5]2[N:6]=[C:7]([NH:9][C:10]([NH:12][CH2:13][CH3:14])=[O:11])[S:8][C:4]=2[CH:3]=1.C(N(CC)CC)C.[C:24]1([C:30]#[CH:31])[CH:29]=[CH:28][CH:27]=[CH:26][CH:25]=1.